This data is from Catalyst prediction with 721,799 reactions and 888 catalyst types from USPTO. The task is: Predict which catalyst facilitates the given reaction. (1) Reactant: [SH:1][C:2]1[CH:7]=[CH:6][C:5]([CH2:8][CH2:9][C:10]([OH:12])=[O:11])=[CH:4][CH:3]=1.[H-].[Na+].Br[CH2:16][C:17]1[CH:26]=[CH:25][CH:24]=[CH:23][C:18]=1[C:19]([O:21][CH3:22])=[O:20].O. Product: [CH3:22][O:21][C:19]([C:18]1[CH:23]=[CH:24][CH:25]=[CH:26][C:17]=1[CH2:16][S:1][C:2]1[CH:3]=[CH:4][C:5]([CH2:8][CH2:9][C:10]([OH:12])=[O:11])=[CH:6][CH:7]=1)=[O:20]. The catalyst class is: 1. (2) Reactant: [CH3:1][O:2][C:3]1[CH:4]=[C:5]2[C:10](=[CH:11][CH:12]=1)[N:9]=[CH:8][CH:7]=[CH:6]2.N1C=CC=CC=1.[Br:19]Br. The catalyst class is: 53. Product: [Br:19][C:4]1[C:3]([O:2][CH3:1])=[CH:12][CH:11]=[C:10]2[C:5]=1[CH:6]=[CH:7][CH:8]=[N:9]2. (3) Reactant: [NH2:1][C:2]1[N:6]([C@@H:7]2[CH2:12][CH2:11][CH2:10][NH:9][CH2:8]2)[N:5]=[C:4]([C:13]2[CH:18]=[CH:17][C:16]([O:19][C:20]3[CH:25]=[CH:24][C:23]([F:26])=[CH:22][C:21]=3[F:27])=[CH:15][CH:14]=2)[C:3]=1[C:28]([NH2:30])=[O:29].[CH3:31][O:32][CH2:33]/[CH:34]=[CH:35]/[C:36](O)=[O:37].F[P-](F)(F)(F)(F)F.N1(OC(N(C)C)=[N+](C)C)C2N=CC=CC=2N=N1.C(N(CC)CC)C. Product: [NH2:1][C:2]1[N:6]([C@@H:7]2[CH2:12][CH2:11][CH2:10][N:9]([C:36](=[O:37])/[CH:35]=[CH:34]/[CH2:33][O:32][CH3:31])[CH2:8]2)[N:5]=[C:4]([C:13]2[CH:18]=[CH:17][C:16]([O:19][C:20]3[CH:25]=[CH:24][C:23]([F:26])=[CH:22][C:21]=3[F:27])=[CH:15][CH:14]=2)[C:3]=1[C:28]([NH2:30])=[O:29]. The catalyst class is: 42. (4) Reactant: [O:1]=[S:2]1(=[O:58])[C:17]2([CH2:19][CH2:18]2)[CH2:16][CH2:15][CH2:14][CH2:13][CH2:12][CH2:11][CH2:10][CH2:9][CH2:8][C@@H:7]2[C@:5]([NH:20][C:21]([C@@H:23]3[CH2:27][C@@H:26]([O:28][C:29]4[C:38]5[C:33](=[CH:34][C:35]([O:39][CH3:40])=[CH:36][CH:37]=5)[N:32]=[C:31]([C:41]5[N:42]=[C:43]([NH:46][CH:47]([CH3:49])[CH3:48])[S:44][CH:45]=5)[CH:30]=4)[CH2:25][N:24]3C(OC(C)(C)C)=O)=[O:22])([CH2:6]2)[C:4](=[O:57])[NH:3]1.Cl. Product: [O:58]=[S:2]1(=[O:1])[C:17]2([CH2:18][CH2:19]2)[CH2:16][CH2:15][CH2:14][CH2:13][CH2:12][CH2:11][CH2:10][CH2:9][CH2:8][C@H:7]2[C@:5]([NH:20][C:21](=[O:22])[C@@H:23]3[CH2:27][C@@H:26]([O:28][C:29]4[C:38]5[C:33](=[CH:34][C:35]([O:39][CH3:40])=[CH:36][CH:37]=5)[N:32]=[C:31]([C:41]5[N:42]=[C:43]([NH:46][CH:47]([CH3:49])[CH3:48])[S:44][CH:45]=5)[CH:30]=4)[CH2:25][NH:24]3)([CH2:6]2)[C:4](=[O:57])[NH:3]1. The catalyst class is: 12. (5) Reactant: [CH:1]1([NH:4][C:5]2[C:10]([F:11])=[CH:9][CH:8]=[CH:7][C:6]=2[NH:12][C:13](=O)[C@@H:14]([NH:16]C(=O)OC(C)(C)C)[CH3:15])[CH2:3][CH2:2]1. Product: [CH:1]1([N:4]2[C:5]3[C:10]([F:11])=[CH:9][CH:8]=[CH:7][C:6]=3[N:12]=[C:13]2[C@@H:14]([NH2:16])[CH3:15])[CH2:3][CH2:2]1. The catalyst class is: 52. (6) Reactant: C[O:2][C:3](=O)[C:4]1[CH:9]=[C:8]([O:10][CH2:11][C:12]([F:15])([F:14])[F:13])[CH:7]=[C:6]([O:16][CH2:17][CH3:18])[CH:5]=1.[H-].[Al+3].[Li+].[H-].[H-].[H-]. Product: [CH2:17]([O:16][C:6]1[CH:5]=[C:4]([CH:9]=[C:8]([O:10][CH2:11][C:12]([F:13])([F:14])[F:15])[CH:7]=1)[CH:3]=[O:2])[CH3:18]. The catalyst class is: 725. (7) Reactant: [Cl:1][C:2]1[CH:7]=[C:6]2[NH:8][C:9](=[O:31])[C:10]3([CH:14]([CH2:15][C:16]([CH3:19])([CH3:18])[CH3:17])[CH2:13][N:12]([C:20](Cl)=[O:21])[CH:11]3[C:23]3[CH:28]=[CH:27][CH:26]=[C:25]([Cl:29])[C:24]=3[F:30])[C:5]2=[CH:4][CH:3]=1.[CH3:32][N:33]1[CH:37]=[CH:36][C:35]([CH2:38][NH2:39])=[N:34]1. Product: [CH3:32][N:33]1[CH:37]=[CH:36][C:35]([CH2:38][NH:39][C:20]([N:12]2[CH2:13][CH:14]([CH2:15][C:16]([CH3:19])([CH3:17])[CH3:18])[C:10]3([C:5]4[C:6](=[CH:7][C:2]([Cl:1])=[CH:3][CH:4]=4)[NH:8][C:9]3=[O:31])[CH:11]2[C:23]2[CH:28]=[CH:27][CH:26]=[C:25]([Cl:29])[C:24]=2[F:30])=[O:21])=[N:34]1. The catalyst class is: 66. (8) Reactant: [Cl:1][C:2]1[CH:8]=[C:7]([O:9][C:10]2[C:19]3[C:14](=[CH:15][C:16]([O:22][CH3:23])=[C:17]([O:20][CH3:21])[CH:18]=3)[N:13]=[CH:12][N:11]=2)[CH:6]=[CH:5][C:3]=1[NH2:4].C(N(CC)CC)C.Cl[C:32](Cl)([O:34]C(=O)OC(Cl)(Cl)Cl)Cl.[NH2:43][C:44]1[O:48][N:47]=[C:46]([CH3:49])[CH:45]=1. Product: [Cl:1][C:2]1[CH:8]=[C:7]([O:9][C:10]2[C:19]3[C:14](=[CH:15][C:16]([O:22][CH3:23])=[C:17]([O:20][CH3:21])[CH:18]=3)[N:13]=[CH:12][N:11]=2)[CH:6]=[CH:5][C:3]=1[NH:4][C:32]([NH:43][C:44]1[O:48][N:47]=[C:46]([CH3:49])[CH:45]=1)=[O:34]. The catalyst class is: 146. (9) Product: [NH2:24][C:19]1[CH:18]=[C:17]([Br:16])[CH:22]=[CH:21][C:20]=1[NH:23][C:13](=[O:14])[CH:12]=[CH:11][CH:8]1[CH2:9][CH2:10][C:5]2([O:4][CH2:3][CH2:2][O:1]2)[CH2:6][CH2:7]1. The catalyst class is: 30. Reactant: [O:1]1[C:5]2([CH2:10][CH2:9][CH:8]([CH:11]=[CH:12][C:13](Cl)=[O:14])[CH2:7][CH2:6]2)[O:4][CH2:3][CH2:2]1.[Br:16][C:17]1[CH:18]=[C:19]([NH2:24])[C:20]([NH2:23])=[CH:21][CH:22]=1.CN1CCOCC1.C(OCC)(=O)C. (10) The catalyst class is: 19. Reactant: [CH3:1][N:2]([CH3:15])[C:3]1[CH:11]=[CH:10][C:9]([N+:12]([O-])=O)=[CH:8][C:4]=1[C:5]([OH:7])=[O:6]. Product: [NH2:12][C:9]1[CH:10]=[CH:11][C:3]([N:2]([CH3:15])[CH3:1])=[C:4]([CH:8]=1)[C:5]([OH:7])=[O:6].